From a dataset of NCI-60 drug combinations with 297,098 pairs across 59 cell lines. Regression. Given two drug SMILES strings and cell line genomic features, predict the synergy score measuring deviation from expected non-interaction effect. (1) Synergy scores: CSS=53.3, Synergy_ZIP=2.90, Synergy_Bliss=-0.262, Synergy_Loewe=-13.8, Synergy_HSA=-2.86. Drug 2: C#CCC(CC1=CN=C2C(=N1)C(=NC(=N2)N)N)C3=CC=C(C=C3)C(=O)NC(CCC(=O)O)C(=O)O. Cell line: HS 578T. Drug 1: C1CN1P(=S)(N2CC2)N3CC3. (2) Cell line: UO-31. Drug 2: CN(C(=O)NC(C=O)C(C(C(CO)O)O)O)N=O. Synergy scores: CSS=1.34, Synergy_ZIP=-0.312, Synergy_Bliss=-0.205, Synergy_Loewe=-1.05, Synergy_HSA=-0.874. Drug 1: CN1C2=C(C=C(C=C2)N(CCCl)CCCl)N=C1CCCC(=O)O.Cl.